This data is from NCI-60 drug combinations with 297,098 pairs across 59 cell lines. The task is: Regression. Given two drug SMILES strings and cell line genomic features, predict the synergy score measuring deviation from expected non-interaction effect. (1) Drug 1: CC=C1C(=O)NC(C(=O)OC2CC(=O)NC(C(=O)NC(CSSCCC=C2)C(=O)N1)C(C)C)C(C)C. Drug 2: C1CN(CCN1C(=O)CCBr)C(=O)CCBr. Cell line: HL-60(TB). Synergy scores: CSS=52.8, Synergy_ZIP=2.81, Synergy_Bliss=3.46, Synergy_Loewe=-13.1, Synergy_HSA=1.94. (2) Drug 1: CC12CCC3C(C1CCC2=O)CC(=C)C4=CC(=O)C=CC34C. Drug 2: CCCS(=O)(=O)NC1=C(C(=C(C=C1)F)C(=O)C2=CNC3=C2C=C(C=N3)C4=CC=C(C=C4)Cl)F. Cell line: SK-MEL-28. Synergy scores: CSS=38.1, Synergy_ZIP=-1.87, Synergy_Bliss=-1.70, Synergy_Loewe=-12.1, Synergy_HSA=0.974. (3) Drug 1: C1CC(=O)NC(=O)C1N2CC3=C(C2=O)C=CC=C3N. Drug 2: C1=NC2=C(N1)C(=S)N=C(N2)N. Cell line: NCI-H522. Synergy scores: CSS=16.4, Synergy_ZIP=-10.1, Synergy_Bliss=-1.81, Synergy_Loewe=-16.3, Synergy_HSA=-0.931. (4) Drug 2: C1C(C(OC1N2C=NC3=C2NC=NCC3O)CO)O. Synergy scores: CSS=3.49, Synergy_ZIP=-0.762, Synergy_Bliss=2.33, Synergy_Loewe=2.14, Synergy_HSA=2.14. Drug 1: CC1=C(C=C(C=C1)NC2=NC=CC(=N2)N(C)C3=CC4=NN(C(=C4C=C3)C)C)S(=O)(=O)N.Cl. Cell line: TK-10. (5) Drug 1: C1=NC2=C(N=C(N=C2N1C3C(C(C(O3)CO)O)F)Cl)N. Drug 2: C1CNP(=O)(OC1)N(CCCl)CCCl. Cell line: IGROV1. Synergy scores: CSS=-2.44, Synergy_ZIP=0.423, Synergy_Bliss=-1.18, Synergy_Loewe=-2.47, Synergy_HSA=-2.23.